Dataset: Full USPTO retrosynthesis dataset with 1.9M reactions from patents (1976-2016). Task: Predict the reactants needed to synthesize the given product. Given the product [F:1][CH:2]([F:15])[CH2:3][O:4][C:5]1[N:10]=[CH:9][C:8]([CH:11]([NH:22][S@@:20]([C:17]([CH3:19])([CH3:18])[CH3:16])=[O:21])[CH3:12])=[CH:7][C:6]=1[CH3:14], predict the reactants needed to synthesize it. The reactants are: [F:1][CH:2]([F:15])[CH2:3][O:4][C:5]1[N:10]=[CH:9][C:8]([C:11](=O)[CH3:12])=[CH:7][C:6]=1[CH3:14].[CH3:16][C:17]([S@:20]([NH2:22])=[O:21])([CH3:19])[CH3:18].